Dataset: Catalyst prediction with 721,799 reactions and 888 catalyst types from USPTO. Task: Predict which catalyst facilitates the given reaction. (1) Reactant: [NH2:1][CH:2]1[CH2:7][CH2:6][N:5]([C:8]([O:10][C:11]([CH3:14])([CH3:13])[CH3:12])=[O:9])[CH2:4][CH2:3]1.C(N(CC)CC)C.[F:22][C:23]1[CH:28]=[C:27]([F:29])[CH:26]=[CH:25][C:24]=1[S:30](Cl)(=[O:32])=[O:31]. Product: [F:22][C:23]1[CH:28]=[C:27]([F:29])[CH:26]=[CH:25][C:24]=1[S:30]([NH:1][CH:2]1[CH2:3][CH2:4][N:5]([C:8]([O:10][C:11]([CH3:14])([CH3:13])[CH3:12])=[O:9])[CH2:6][CH2:7]1)(=[O:32])=[O:31]. The catalyst class is: 4. (2) Reactant: [CH:1]1[N:2]=[CH:3][N:4]2[CH:9]=[CH:8][CH:7]=[CH:6][C:5]=12.C(=O)(O)[O-].[Na+].[I:15]I. Product: [I:15][C:1]1[N:2]=[CH:3][N:4]2[CH:9]=[CH:8][CH:7]=[CH:6][C:5]=12. The catalyst class is: 88. (3) Reactant: [Br:1][C:2]1[CH:3]=[C:4]([C:8]2([C:11]#N)[CH2:10][CH2:9]2)[CH:5]=[CH:6][CH:7]=1.C(O)C[OH:15].[OH-:17].[K+].Cl. Product: [Br:1][C:2]1[CH:3]=[C:4]([C:8]2([C:11]([OH:15])=[O:17])[CH2:10][CH2:9]2)[CH:5]=[CH:6][CH:7]=1. The catalyst class is: 6. (4) Reactant: [CH3:1][O:2][C:3]([C:5]1[CH:6]=[N:7][C:8]([C:11]2[O:19][C:14]3=[CH:15][N:16]=[CH:17][CH:18]=[C:13]3[C:12]=2[NH:20][C:21]2[CH:30]=[CH:29][C:28]3[C:23](=[CH:24][CH:25]=[CH:26][C:27]=3[O:31]COCC3C=CC=CC=3)[CH:22]=2)=[N:9][CH:10]=1)=[O:4].Cl. Product: [OH:31][C:27]1[CH:26]=[CH:25][CH:24]=[C:23]2[C:28]=1[CH:29]=[CH:30][C:21]([NH:20][C:12]1[C:13]3[C:14](=[CH:15][N:16]=[CH:17][CH:18]=3)[O:19][C:11]=1[C:8]1[N:9]=[CH:10][C:5]([C:3]([O:2][CH3:1])=[O:4])=[CH:6][N:7]=1)=[CH:22]2. The catalyst class is: 5. (5) Reactant: C(OC(=O)[NH:7][C@H:8]([C@H:16]([OH:19])[CH2:17][Cl:18])[CH2:9][C@H:10]([CH3:15])[CH2:11][CH2:12][CH:13]=[CH2:14])(C)(C)C.C[O:22][C:23](=O)[C@@H:24](NC(OC(C)(C)C)=O)[CH2:25]C1C=CC=C(OCC=C)C=1.Cl.CCOCC. Product: [ClH:18].[CH2:23]([O:22][C:14]1[CH:15]=[C:10]([CH2:9][C@H:8]([NH2:7])[C@H:16]([OH:19])[CH2:17][Cl:18])[CH:11]=[CH:12][CH:13]=1)[CH:24]=[CH2:25]. The catalyst class is: 2. (6) Reactant: [Br:1][C:2]1[N:3]([CH:30]2[CH2:33][O:32][CH2:31]2)[C:4]([CH:10]([C:23]2[CH:28]=[CH:27][C:26]([Cl:29])=[CH:25][CH:24]=2)[NH:11][C:12]2[CH:13]=[C:14]([CH3:22])[C:15]3[N:19]=[N:18][N:17]([CH3:20])[C:16]=3[CH:21]=2)=[C:5]([C:7](O)=[O:8])[N:6]=1. Product: [Br:1][C:2]1[N:3]([CH:30]2[CH2:33][O:32][CH2:31]2)[C:4]2[CH:10]([C:23]3[CH:24]=[CH:25][C:26]([Cl:29])=[CH:27][CH:28]=3)[N:11]([C:12]3[CH:13]=[C:14]([CH3:22])[C:15]4[N:19]=[N:18][N:17]([CH3:20])[C:16]=4[CH:21]=3)[C:7](=[O:8])[C:5]=2[N:6]=1. The catalyst class is: 326. (7) Reactant: [F:1][C:2]1[N:7]=[C:6]([CH:8]([OH:27])[CH:9]([CH2:13][C:14]2[CH:19]=[CH:18][CH:17]=[C:16]([O:20][C:21]([F:26])([F:25])[CH:22]([F:24])[F:23])[CH:15]=2)C(O)=O)[CH:5]=[CH:4][CH:3]=1.C1(P(N=[N+]=[N-])(C2C=CC=CC=2)=O)C=CC=CC=1.C([N:47]([CH2:50]C)CC)C.[OH2:52]. Product: [F:1][C:2]1[N:7]=[C:6]([CH:8]2[O:27][C:50](=[O:52])[NH:47][CH:9]2[CH2:13][C:14]2[CH:19]=[CH:18][CH:17]=[C:16]([O:20][C:21]([F:25])([F:26])[CH:22]([F:23])[F:24])[CH:15]=2)[CH:5]=[CH:4][CH:3]=1. The catalyst class is: 7. (8) Reactant: [F:1][C:2]([F:20])([F:19])[C:3]1[N:8]=[CH:7][C:6]([C@H:9]([NH:11][C:12](=[O:18])[O:13][C:14]([CH3:17])(C)C)[CH3:10])=[CH:5][CH:4]=1.[C:21](C1C=C(C)C=C(C(C)(C)C)C=1O)(C)(C)[CH3:22].ClC1C=CC=C(C(OO)=[O:45])C=1.S([O-])([O-])(=O)=S.[Na+].[Na+].C(=O)(O)[O-].[Na+]. Product: [CH2:14]([O:13][C:12](=[O:18])[NH:11][C@@H:9]([C:6]1[CH:7]=[N+:8]([O-:45])[C:3]([C:2]([F:1])([F:19])[F:20])=[CH:4][CH:5]=1)[CH3:10])[CH2:17][CH2:21][CH3:22]. The catalyst class is: 22.